From a dataset of Reaction yield outcomes from USPTO patents with 853,638 reactions. Predict the reaction yield, written as a fraction of the theoretical maximum amount of product (1.0 means a 100% yield; for example, 0.34 means a 34% yield). (1) The reactants are CC(C)(C)CC([N:6]1[CH2:10][C@H:9]([C:11]2[CH:16]=[CH:15][CH:14]=[CH:13][CH:12]=2)[C@@H:8](C=O)[CH2:7]1)=O.C(O[BH-](OC(=O)C)OC(=O)C)(=O)C.[Na+].[Cl:35]CCCl. The catalyst is C(Cl)Cl. The product is [ClH:35].[C:11]1([CH:9]2[CH2:10][NH:6][CH2:7][CH2:8]2)[CH:16]=[CH:15][CH:14]=[CH:13][CH:12]=1. The yield is 0.0800. (2) The reactants are [C:1]([O:5][C:6]([NH:8][C@@H:9]([C@H:14]([C:18]1[CH:23]=[CH:22][C:21]([C:24]([F:27])([F:26])[F:25])=[CH:20][CH:19]=1)/[CH:15]=[CH:16]/[CH3:17])[C:10](OC)=[O:11])=[O:7])([CH3:4])([CH3:3])[CH3:2].[BH4-].[Li+].CO. The catalyst is C(OCC)C. The product is [OH:11][CH2:10][C@@H:9]([NH:8][C:6](=[O:7])[O:5][C:1]([CH3:4])([CH3:3])[CH3:2])[C@H:14]([C:18]1[CH:23]=[CH:22][C:21]([C:24]([F:27])([F:26])[F:25])=[CH:20][CH:19]=1)/[CH:15]=[CH:16]/[CH3:17]. The yield is 0.780. (3) The reactants are [C:1]([CH2:3]P(=O)(OCC)OCC)#[N:2].CC(C)([O-])C.[K+].[CH:18]1([CH:23]=O)[CH2:22][CH2:21][CH2:20][CH2:19]1. The catalyst is C1COCC1. The product is [CH:18]1([CH:23]=[CH:3][C:1]#[N:2])[CH2:22][CH2:21][CH2:20][CH2:19]1. The yield is 0.948. (4) The reactants are [C:1]([NH:4][C:5]1[CH:10]=[C:9]([Cl:11])[CH:8]=[CH:7][C:6]=1/[CH:12]=[CH:13]/[C:14]([OH:16])=O)(=[O:3])[CH3:2].CCN=C=NCCCN(C)C.C1C=CC2N(O)N=NC=2C=1.[F:38][C:39]1[CH:53]=[CH:52][C:42]([CH2:43][N:44]2[CH2:49][CH2:48][NH:47][C@H:46]([CH2:50][OH:51])[CH2:45]2)=[CH:41][CH:40]=1. The catalyst is C1COCC1. The product is [Cl:11][C:9]1[CH:8]=[CH:7][C:6](/[CH:12]=[CH:13]/[C:14]([N:47]2[CH2:48][CH2:49][N:44]([CH2:43][C:42]3[CH:41]=[CH:40][C:39]([F:38])=[CH:53][CH:52]=3)[CH2:45][C@H:46]2[CH2:50][OH:51])=[O:16])=[C:5]([NH:4][C:1](=[O:3])[CH3:2])[CH:10]=1. The yield is 0.390. (5) The catalyst is CO. The reactants are [CH3:1][C:2]([N:4]([CH3:6])C)=O.C([N:9]([CH2:12]C)CC)C.[C:14](Cl)([C:27]1[CH:32]=[CH:31][CH:30]=[CH:29][CH:28]=1)([C:21]1[CH:26]=[CH:25][CH:24]=[CH:23][CH:22]=1)[C:15]1[CH:20]=[CH:19][CH:18]=[CH:17][CH:16]=1.[OH2:34]. The yield is 0.650. The product is [C:14]([N:9]1[CH:12]=[C:2]([CH:1]=[O:34])[N:4]=[CH:6]1)([C:27]1[CH:32]=[CH:31][CH:30]=[CH:29][CH:28]=1)([C:21]1[CH:26]=[CH:25][CH:24]=[CH:23][CH:22]=1)[C:15]1[CH:20]=[CH:19][CH:18]=[CH:17][CH:16]=1. (6) The reactants are [C:1]1(=O)[CH2:5][CH2:4][CH2:3][CH2:2]1.[C:7]([O:11][C:12]([NH:14][NH2:15])=[O:13])([CH3:10])([CH3:9])[CH3:8]. The catalyst is CO. The product is [C:7]([O:11][C:12]([NH:14][N:15]=[C:1]1[CH2:5][CH2:4][CH2:3][CH2:2]1)=[O:13])([CH3:10])([CH3:9])[CH3:8]. The yield is 1.00. (7) The reactants are [CH3:1][Si:2]([CH3:29])([CH3:28])[CH2:3][CH2:4][O:5][CH2:6][N:7]1[C:11]2[N:12]=[CH:13][N:14]=[C:15]([C:16]3[CH:17]=[N:18][N:19]([CH:21]([CH2:25][CH2:26][OH:27])[CH2:22][CH2:23][OH:24])[CH:20]=3)[C:10]=2[CH:9]=[CH:8]1.C(Cl)Cl.[CH3:33][S:34](Cl)(=[O:36])=[O:35]. The catalyst is O. The product is [CH3:33][S:34]([O:27][CH2:26][CH2:25][CH:21]([N:19]1[CH:20]=[C:16]([C:15]2[C:10]3[CH:9]=[CH:8][N:7]([CH2:6][O:5][CH2:4][CH2:3][Si:2]([CH3:1])([CH3:28])[CH3:29])[C:11]=3[N:12]=[CH:13][N:14]=2)[CH:17]=[N:18]1)[CH2:22][CH2:23][O:24][S:34]([CH3:33])(=[O:36])=[O:35])(=[O:36])=[O:35]. The yield is 0.800.